Dataset: Catalyst prediction with 721,799 reactions and 888 catalyst types from USPTO. Task: Predict which catalyst facilitates the given reaction. (1) Reactant: [NH:1]1[CH:5]=[CH:4][N:3]=[C:2]1[CH:6]1[CH2:11][CH2:10][CH:9]([NH:12]C(=O)OC(C)(C)C)[CH2:8][CH2:7]1. Product: [NH:1]1[CH:5]=[CH:4][N:3]=[C:2]1[CH:6]1[CH2:11][CH2:10][CH:9]([NH2:12])[CH2:8][CH2:7]1. The catalyst class is: 89. (2) Reactant: Cl.[CH2:2]1[C:7]2([CH2:12][CH2:11][NH:10][CH2:9][CH2:8]2)[CH2:6][CH2:5][N:4]([C:13](OC(C)(C)C)=O)[CH2:3]1.[CH3:20][C:21]1([CH3:32])[CH2:25][C:24]2[CH:26]=[CH:27][CH:28]=[C:29](C=O)[C:23]=2[O:22]1.C(O[BH-](OC(=O)C)OC(=O)C)(=O)C.[Na+]. Product: [CH3:20][C:21]1([CH3:32])[CH2:25][C:24]2[CH:26]=[CH:27][CH:28]=[C:29]([CH2:13][N:4]3[CH2:3][CH2:2][C:7]4([CH2:8][CH2:9][NH:10][CH2:11][CH2:12]4)[CH2:6][CH2:5]3)[C:23]=2[O:22]1. The catalyst class is: 10. (3) Reactant: S(O)(O)(=O)=O.[NH2:6][CH:7]([CH2:9][C:10]1[CH:15]=[CH:14][CH:13]=[CH:12][CH:11]=1)[CH3:8].CN1CCOCC1.[C:23](Cl)(=[O:30])[C:24]1[CH:29]=[CH:28][CH:27]=[CH:26][CH:25]=1.C(O)(C(F)(F)F)=O.O.C(O)(C(F)(F)F)=O.CC#N. Product: [C:23]([NH2:6])(=[O:30])[C:24]1[CH:29]=[CH:28][CH:27]=[CH:26][CH:25]=1.[CH3:8][C@H:7]([NH2:6])[CH2:9][C:10]1[CH:11]=[CH:12][CH:13]=[CH:14][CH:15]=1. The catalyst class is: 12. (4) Reactant: [CH2:1]([N:8]1[C:13](=[O:14])[C:12]([N+]([O-])=O)=[C:11](/[CH:18]=[CH:19]/[N:20](C)C)[N:10]=[C:9]1/[N:23]=[CH:24]/[N:25]([CH3:27])[CH3:26])[C:2]1[CH:7]=[CH:6][CH:5]=[CH:4][CH:3]=1.[O-]S(S([O-])=O)=O.[Na+].[Na+]. Product: [CH2:1]([N:8]1[C:13](=[O:14])[C:12]2[NH:20][CH:19]=[CH:18][C:11]=2[N:10]=[C:9]1/[N:23]=[CH:24]/[N:25]([CH3:26])[CH3:27])[C:2]1[CH:3]=[CH:4][CH:5]=[CH:6][CH:7]=1. The catalyst class is: 1. (5) Reactant: O[Li].O.C([O:6][C:7]([C:9]1[N:10]=[N:11][N:12]([C:14]2[CH:19]=[CH:18][CH:17]=[CH:16][CH:15]=2)[CH:13]=1)=[O:8])C. Product: [C:14]1([N:12]2[CH:13]=[C:9]([C:7]([OH:8])=[O:6])[N:10]=[N:11]2)[CH:15]=[CH:16][CH:17]=[CH:18][CH:19]=1. The catalyst class is: 20. (6) Reactant: [CH3:1][O:2][C:3]1[CH:8]=[C:7]([N+:9]([O-])=O)[CH:6]=[CH:5][C:4]=1[SH:12]. Product: [NH2:9][C:7]1[CH:6]=[CH:5][C:4]([SH:12])=[C:3]([O:2][CH3:1])[CH:8]=1. The catalyst class is: 15.